From a dataset of Forward reaction prediction with 1.9M reactions from USPTO patents (1976-2016). Predict the product of the given reaction. (1) Given the reactants [Si]([O:8][C@H:9]1[CH2:13][O:12][CH2:11][C@H:10]1[NH:14][C:15](=[O:24])[O:16][CH2:17][C:18]1[CH:23]=[CH:22][CH:21]=[CH:20][CH:19]=1)(C(C)(C)C)(C)C.[F-].C([N+](CCCC)(CCCC)CCCC)CCC, predict the reaction product. The product is: [OH:8][C@H:9]1[CH2:13][O:12][CH2:11][C@H:10]1[NH:14][C:15](=[O:24])[O:16][CH2:17][C:18]1[CH:19]=[CH:20][CH:21]=[CH:22][CH:23]=1. (2) Given the reactants Br[CH:2]([C:7]1[CH:12]=[CH:11][CH:10]=[C:9]([F:13])[CH:8]=1)[C:3]([O:5][CH3:6])=[O:4].[F:14][C:15]1[CH:16]=[C:17]([CH:19]=[C:20]([F:23])[C:21]=1[F:22])[NH2:18], predict the reaction product. The product is: [CH3:6][O:5][C:3](=[O:4])[CH:2]([C:7]1[CH:12]=[CH:11][CH:10]=[C:9]([F:13])[CH:8]=1)[NH:18][C:17]1[CH:16]=[C:15]([F:14])[C:21]([F:22])=[C:20]([F:23])[CH:19]=1. (3) Given the reactants [CH3:1][O:2][C:3]1[CH:4]=[CH:5][C:6]2[N:12]3[CH:13]=[N:14][C:15]([C:16](O)=[O:17])=[C:11]3[C@@H:10]3[CH2:19][CH2:20][CH2:21][N:9]3[C:8](=[O:22])[C:7]=2[CH:23]=1.S(Cl)(Cl)=O.CN.C[CH2:31][N:32](CC)CC, predict the reaction product. The product is: [CH3:31][NH:32][C:16]([C:15]1[N:14]=[CH:13][N:12]2[C:6]3[CH:5]=[CH:4][C:3]([O:2][CH3:1])=[CH:23][C:7]=3[C:8](=[O:22])[N:9]3[CH2:21][CH2:20][CH2:19][C@H:10]3[C:11]=12)=[O:17]. (4) Given the reactants [CH3:1][C:2]([CH3:22])([O:4][C:5]([NH:7][C@H:8]([CH2:13][C:14]1[CH:19]=[C:18]([F:20])[CH:17]=[CH:16][C:15]=1[F:21])[CH2:9][C:10]([OH:12])=O)=[O:6])[CH3:3].[CH3:23][CH2:24][N:25](C(C)C)[CH:26](C)[CH3:27].C1C=C[C:35]2[N:40](O)N=[N:38][C:36]=2C=1.CN(C(ON1N=NC2C=CC=NC1=2)=[N+](C)C)C.F[P-](F)(F)(F)(F)F, predict the reaction product. The product is: [CH3:22][C:2]([CH3:1])([O:4][C:5]([NH:7][C@H:8]([CH2:13][C:14]1[CH:19]=[C:18]([F:20])[CH:17]=[CH:16][C:15]=1[F:21])[CH2:9][C:10]([N:25]1[CH2:26][CH2:27][N:40]2[CH:35]=[CH:36][N:38]=[C:23]2[CH2:24]1)=[O:12])=[O:6])[CH3:3]. (5) Given the reactants O[CH:2]1[C:6]2([CH2:11][CH2:10][N:9]([C:12]([O:14][C:15]([CH3:18])([CH3:17])[CH3:16])=[O:13])[CH2:8][CH2:7]2)[C:5](=[O:19])[N:4]([C:20]2[CH2:21][O:22][C:23](=[O:25])[CH:24]=2)[CH:3]1[CH3:26].C1C=CC(P(C2C=CC=CC=2)C2C=CC=CC=2)=CC=1.N1C=CN=C1.[I:51]I, predict the reaction product. The product is: [I:51][CH:2]1[C:6]2([CH2:11][CH2:10][N:9]([C:12]([O:14][C:15]([CH3:18])([CH3:17])[CH3:16])=[O:13])[CH2:8][CH2:7]2)[C:5](=[O:19])[N:4]([C:20]2[CH2:21][O:22][C:23](=[O:25])[CH:24]=2)[CH:3]1[CH3:26]. (6) The product is: [F:49][C:2]1[CH:9]=[CH:8][C:5]([C:6]#[N:7])=[CH:4][C:3]=1[CH3:10]. Given the reactants Br[C:2]1[CH:9]=[CH:8][C:5]([C:6]#[N:7])=[CH:4][C:3]=1[CH3:10].CC(C1C=C(C(C)C)C(C2C(P(C3CCCCC3)C3CCCCC3)=C(OC)C=CC=2OC)=C(C(C)C)C=1)C.[F:49]C1C=CC(C)=CC=1.CCCCCCCCCCCC, predict the reaction product. (7) Given the reactants [H-].[Na+].[CH3:3][N:4]1[CH2:8][CH2:7][CH:6]([OH:9])[CH2:5]1.F[C:11]1[CH:16]=[CH:15][C:14]([N+:17]([O-:19])=[O:18])=[CH:13][CH:12]=1, predict the reaction product. The product is: [CH3:3][N:4]1[CH2:8][CH2:7][CH:6]([O:9][C:11]2[CH:16]=[CH:15][C:14]([N+:17]([O-:19])=[O:18])=[CH:13][CH:12]=2)[CH2:5]1.